From a dataset of Forward reaction prediction with 1.9M reactions from USPTO patents (1976-2016). Predict the product of the given reaction. (1) Given the reactants [Cl:1][C:2]1[C:11](Cl)=[N:10][C:9]2[C:4](=[CH:5][CH:6]=[CH:7][CH:8]=2)[N:3]=1.C(=O)([O-])[O-].[NH4+:17].[NH4+].O.C(OCC)(=O)C, predict the reaction product. The product is: [NH2:17][C:11]1[C:2]([Cl:1])=[N:3][C:4]2[C:9](=[CH:8][CH:7]=[CH:6][CH:5]=2)[N:10]=1. (2) Given the reactants [Si]([O:8][C@H:9]1[C@H:13]2[O:14][CH2:15][C@@H:16]([O:17][C:18]3[N:19](COCC[Si](C)(C)C)[C:20]4[C:21]([N:41]=3)=[N:22][C:23]([C:27]3[CH:32]=[CH:31][C:30]([C:33]5[CH2:34][CH2:35][S:36](=[O:40])(=[O:39])[CH2:37][CH:38]=5)=[CH:29][CH:28]=3)=[C:24]([Cl:26])[CH:25]=4)[C@H:12]2[O:11][CH2:10]1)(C(C)(C)C)(C)C.B#B.[OH-].[Na+].OO.S([O-])([O-:58])=S.[Na+].[Na+], predict the reaction product. The product is: [Cl:26][C:24]1[CH:25]=[C:20]2[NH:19][C:18]([O:17][C@@H:16]3[CH2:15][O:14][C@@H:13]4[C@H:9]([OH:8])[CH2:10][O:11][C@H:12]34)=[N:41][C:21]2=[N:22][C:23]=1[C:27]1[CH:28]=[CH:29][C:30]([CH:33]2[CH2:38][CH2:37][S:36](=[O:39])(=[O:40])[CH2:35][CH:34]2[OH:58])=[CH:31][CH:32]=1.